From a dataset of Full USPTO retrosynthesis dataset with 1.9M reactions from patents (1976-2016). Predict the reactants needed to synthesize the given product. (1) Given the product [CH3:1][O:2][C:3]1[CH:58]=[C:57]([O:59][CH3:60])[CH:56]=[CH:55][C:4]=1[CH2:5][N:6]([CH2:21][C:22]1[CH:27]=[CH:26][N:25]=[C:24]2[NH:28][C:29]([C:31]3[C:39]4[C:34](=[CH:35][C:36]([O:42][CH3:43])=[C:37]([O:40][CH3:41])[CH:38]=4)[N:33]([CH3:44])[CH:32]=3)=[CH:30][C:23]=12)[C:7]([NH:9][C:10]1[CH:11]=[CH:12][C:13]([O:16][C:17]([F:18])([F:19])[F:20])=[CH:14][CH:15]=1)=[O:8], predict the reactants needed to synthesize it. The reactants are: [CH3:1][O:2][C:3]1[CH:58]=[C:57]([O:59][CH3:60])[CH:56]=[CH:55][C:4]=1[CH2:5][N:6]([CH2:21][C:22]1[CH:27]=[CH:26][N:25]=[C:24]2[N:28](S(C3C=CC(C)=CC=3)(=O)=O)[C:29]([C:31]3[C:39]4[C:34](=[CH:35][C:36]([O:42][CH3:43])=[C:37]([O:40][CH3:41])[CH:38]=4)[N:33]([CH3:44])[CH:32]=3)=[CH:30][C:23]=12)[C:7]([NH:9][C:10]1[CH:15]=[CH:14][C:13]([O:16][C:17]([F:20])([F:19])[F:18])=[CH:12][CH:11]=1)=[O:8].[OH-].[K+]. (2) The reactants are: C[O:2][C:3]([C:5]1[CH:10]=[CH:9][C:8]([C:11]2[C:16]([CH3:17])=[CH:15][CH:14]=[CH:13][C:12]=2[CH3:18])=[CH:7][CH:6]=1)=[O:4].[OH-].[Li+]. Given the product [CH3:18][C:12]1[CH:13]=[CH:14][CH:15]=[C:16]([CH3:17])[C:11]=1[C:8]1[CH:9]=[CH:10][C:5]([C:3]([OH:4])=[O:2])=[CH:6][CH:7]=1, predict the reactants needed to synthesize it.